Dataset: NCI-60 drug combinations with 297,098 pairs across 59 cell lines. Task: Regression. Given two drug SMILES strings and cell line genomic features, predict the synergy score measuring deviation from expected non-interaction effect. (1) Drug 1: CC12CCC3C(C1CCC2=O)CC(=C)C4=CC(=O)C=CC34C. Drug 2: CCC(=C(C1=CC=CC=C1)C2=CC=C(C=C2)OCCN(C)C)C3=CC=CC=C3.C(C(=O)O)C(CC(=O)O)(C(=O)O)O. Cell line: NCI-H460. Synergy scores: CSS=7.57, Synergy_ZIP=-0.939, Synergy_Bliss=-1.39, Synergy_Loewe=-3.73, Synergy_HSA=-1.39. (2) Cell line: RPMI-8226. Drug 2: CCCCCOC(=O)NC1=NC(=O)N(C=C1F)C2C(C(C(O2)C)O)O. Drug 1: C1CCN(CC1)CCOC2=CC=C(C=C2)C(=O)C3=C(SC4=C3C=CC(=C4)O)C5=CC=C(C=C5)O. Synergy scores: CSS=-19.7, Synergy_ZIP=8.16, Synergy_Bliss=-0.541, Synergy_Loewe=-11.1, Synergy_HSA=-12.1. (3) Drug 1: C1=NC2=C(N=C(N=C2N1C3C(C(C(O3)CO)O)F)Cl)N. Drug 2: COCCOC1=C(C=C2C(=C1)C(=NC=N2)NC3=CC=CC(=C3)C#C)OCCOC.Cl. Cell line: HS 578T. Synergy scores: CSS=3.14, Synergy_ZIP=-1.38, Synergy_Bliss=-2.40, Synergy_Loewe=-4.65, Synergy_HSA=-1.60. (4) Drug 1: CS(=O)(=O)CCNCC1=CC=C(O1)C2=CC3=C(C=C2)N=CN=C3NC4=CC(=C(C=C4)OCC5=CC(=CC=C5)F)Cl. Drug 2: C(=O)(N)NO. Cell line: TK-10. Synergy scores: CSS=12.4, Synergy_ZIP=-5.44, Synergy_Bliss=3.33, Synergy_Loewe=-20.6, Synergy_HSA=-0.233. (5) Drug 1: C1=CC(=CC=C1CCCC(=O)O)N(CCCl)CCCl. Drug 2: CC1=C2C(C(=O)C3(C(CC4C(C3C(C(C2(C)C)(CC1OC(=O)C(C(C5=CC=CC=C5)NC(=O)OC(C)(C)C)O)O)OC(=O)C6=CC=CC=C6)(CO4)OC(=O)C)O)C)O. Cell line: NCI-H322M. Synergy scores: CSS=21.6, Synergy_ZIP=-7.13, Synergy_Bliss=-1.67, Synergy_Loewe=-33.1, Synergy_HSA=-3.69. (6) Drug 1: C1=NC(=NC(=O)N1C2C(C(C(O2)CO)O)O)N. Drug 2: C1CN1C2=NC(=NC(=N2)N3CC3)N4CC4. Cell line: A498. Synergy scores: CSS=33.9, Synergy_ZIP=-8.12, Synergy_Bliss=2.08, Synergy_Loewe=1.61, Synergy_HSA=5.71. (7) Drug 1: C1=NC2=C(N=C(N=C2N1C3C(C(C(O3)CO)O)O)F)N. Drug 2: CN(CCCl)CCCl.Cl. Cell line: LOX IMVI. Synergy scores: CSS=8.28, Synergy_ZIP=-6.37, Synergy_Bliss=-1.26, Synergy_Loewe=-14.4, Synergy_HSA=-4.14. (8) Drug 1: CC1C(C(CC(O1)OC2CC(CC3=C2C(=C4C(=C3O)C(=O)C5=C(C4=O)C(=CC=C5)OC)O)(C(=O)CO)O)N)O. Drug 2: CN1C=C(C=N1)C2=C3N=C(C(=C(N3N=C2)N)Br)C4CCCNC4. Cell line: NCI-H460. Synergy scores: CSS=54.0, Synergy_ZIP=0.487, Synergy_Bliss=-0.510, Synergy_Loewe=-0.567, Synergy_HSA=2.17.